From a dataset of Reaction yield outcomes from USPTO patents with 853,638 reactions. Predict the reaction yield, written as a fraction of the theoretical maximum amount of product (1.0 means a 100% yield; for example, 0.34 means a 34% yield). (1) The reactants are Br[C:2]1[C:10]2[C:5](=[N:6][CH:7]=[CH:8][CH:9]=2)[S:4][CH:3]=1.CN(C=O)C.C(Cl)[Cl:17]. The catalyst is [Cu](Cl)Cl. The product is [Cl:17][C:2]1[C:10]2[C:5](=[N:6][CH:7]=[CH:8][CH:9]=2)[S:4][CH:3]=1. The yield is 0.710. (2) The reactants are [C:1]1([NH:7][C:8](=[O:17])[C:9]#[C:10][C:11]2[CH:16]=[CH:15][CH:14]=[CH:13][CH:12]=2)[CH:6]=[CH:5][CH:4]=[CH:3][CH:2]=1.[CH3:18][O:19][C:20](=[O:29])[C:21]1[CH:26]=[CH:25][CH:24]=[C:23]([CH2:27]Br)[CH:22]=1.C([O-])([O-])=O.[Cs+].[Cs+].O. The yield is 0.650. The catalyst is CN(C=O)C. The product is [CH3:18][O:19][C:20](=[O:29])[C:21]1[CH:26]=[CH:25][CH:24]=[C:23]([CH2:27][N:7]([C:1]2[CH:2]=[CH:3][CH:4]=[CH:5][CH:6]=2)[C:8](=[O:17])[C:9]#[C:10][C:11]2[CH:16]=[CH:15][CH:14]=[CH:13][CH:12]=2)[CH:22]=1. (3) The reactants are C([O:4][C@H:5]1[CH2:22][CH2:21][C@@:20]2([CH3:23])[C@@H:7]([CH2:8][CH2:9][C@:10]3([CH3:42])[C@@H:19]2[CH2:18][CH2:17][C@H:16]2[C@@:11]3([CH3:41])[CH2:12][CH2:13][C@@:14]3([CH2:31][CH2:32][NH:33][C:34]([O:36][C:37]([CH3:40])([CH3:39])[CH3:38])=[O:35])[CH2:26][C:25](=[O:27])[C:24]([CH:28]([CH3:30])[CH3:29])=[C:15]32)[C:6]1([CH3:44])[CH3:43])(=O)C.[OH-].[Na+].O.CCOC(C)=O. The catalyst is CO.C1COCC1. The product is [OH:4][C@H:5]1[CH2:22][CH2:21][C@@:20]2([CH3:23])[C@@H:7]([CH2:8][CH2:9][C@:10]3([CH3:42])[C@@H:19]2[CH2:18][CH2:17][C@H:16]2[C@@:11]3([CH3:41])[CH2:12][CH2:13][C@@:14]3([CH2:31][CH2:32][NH:33][C:34](=[O:35])[O:36][C:37]([CH3:40])([CH3:39])[CH3:38])[CH2:26][C:25](=[O:27])[C:24]([CH:28]([CH3:30])[CH3:29])=[C:15]32)[C:6]1([CH3:43])[CH3:44]. The yield is 0.830. (4) The reactants are [F:1][C:2]1[CH:3]=[C:4]([C:8]2[S:12][C:11]([CH2:19][CH2:20][CH2:21][NH:22][C:23](=[O:29])[O:24][C:25]([CH3:28])([CH3:27])[CH3:26])([C:13]3[CH:18]=[CH:17][CH:16]=[CH:15][CH:14]=3)[NH:10][N:9]=2)[CH:5]=[CH:6][CH:7]=1.[Si:30]([O:47][C@@H:48]([CH3:52])[C:49](O)=[O:50])([C:43]([CH3:46])([CH3:45])[CH3:44])([C:37]1[CH:42]=[CH:41][CH:40]=[CH:39][CH:38]=1)[C:31]1[CH:36]=[CH:35][CH:34]=[CH:33][CH:32]=1.C1CN([P+](ON2N=NC3C=CC=CC2=3)(N2CCCC2)N2CCCC2)CC1.F[P-](F)(F)(F)(F)F.CCN(C(C)C)C(C)C. The catalyst is CN(C=O)C. The product is [Si:30]([O:47][C@@H:48]([CH3:52])[C:49]([N:10]1[N:9]=[C:8]([C:4]2[CH:5]=[CH:6][CH:7]=[C:2]([F:1])[CH:3]=2)[S:12][C@@:11]1([CH2:19][CH2:20][CH2:21][NH:22][C:23](=[O:29])[O:24][C:25]([CH3:26])([CH3:28])[CH3:27])[C:13]1[CH:18]=[CH:17][CH:16]=[CH:15][CH:14]=1)=[O:50])([C:43]([CH3:45])([CH3:46])[CH3:44])([C:37]1[CH:38]=[CH:39][CH:40]=[CH:41][CH:42]=1)[C:31]1[CH:32]=[CH:33][CH:34]=[CH:35][CH:36]=1. The yield is 0.190. (5) The reactants are [Cl:1][C:2]1[CH:7]=[CH:6][CH:5]=[CH:4][C:3]=1[CH2:8][N:9]1[C:14](=[O:15])[CH:13]=[C:12]([OH:16])[N:11]=[C:10]1[C:17]1[CH:22]=[CH:21][CH:20]=[CH:19][CH:18]=1.[Cl-].C[Al+]C.CCCCCC.ClC1C=CC=CC=1[CH2:36][NH2:37].C(#N)C1C=CC=CC=1.C(OCC)(=O)[CH2:51][C:52]([O:54]CC)=[O:53].C[O-:62].[Na+]. The catalyst is C1(C)C=CC=CC=1.O.COCCO. The product is [Cl:1][C:2]1[CH:7]=[CH:6][CH:5]=[CH:4][C:3]=1[CH2:8][N:9]1[C:14](=[O:15])[C:13]([C:36]([NH:37][CH2:51][C:52]([OH:54])=[O:53])=[O:62])=[C:12]([OH:16])[N:11]=[C:10]1[C:17]1[CH:22]=[CH:21][CH:20]=[CH:19][CH:18]=1. The yield is 0.160. (6) The reactants are Cl[C:2]1[C:7]2[CH2:8][C:9]3([CH:15]4[CH2:16][CH2:17][N:12]([CH2:13][CH2:14]4)[CH2:11]3)[O:10][C:6]=2[CH:5]=[CH:4][N:3]=1. The catalyst is CO.[Pd]. The product is [O:10]1[C:6]2[CH:5]=[CH:4][N:3]=[CH:2][C:7]=2[CH2:8][C:9]21[CH:15]1[CH2:14][CH2:13][N:12]([CH2:17][CH2:16]1)[CH2:11]2. The yield is 1.04. (7) The reactants are [C:1]([NH:20][C:21]1[CH:22]=[C:23]([CH2:27][C:28](O)=[O:29])[CH:24]=[CH:25][CH:26]=1)([C:14]1[CH:19]=[CH:18][CH:17]=[CH:16][CH:15]=1)([C:8]1[CH:13]=[CH:12][CH:11]=[CH:10][CH:9]=1)[C:2]1[CH:7]=[CH:6][CH:5]=[CH:4][CH:3]=1.C(=O)(O)[O-].[Na+]. The catalyst is C1COCC1. The product is [C:1]([NH:20][C:21]1[CH:22]=[C:23]([CH2:27][CH2:28][OH:29])[CH:24]=[CH:25][CH:26]=1)([C:2]1[CH:7]=[CH:6][CH:5]=[CH:4][CH:3]=1)([C:14]1[CH:19]=[CH:18][CH:17]=[CH:16][CH:15]=1)[C:8]1[CH:9]=[CH:10][CH:11]=[CH:12][CH:13]=1. The yield is 0.860. (8) The reactants are Cl.Cl.[C:3]([C:7]1[CH:12]=[CH:11][CH:10]=[CH:9][C:8]=1[N:13]1[CH2:18][CH2:17][NH:16][CH2:15][CH2:14]1)([CH3:6])([CH3:5])[CH3:4].C(N(C(C)C)CC)(C)C.Cl.[F:29][C:30]1[CH:38]=[CH:37][C:33]([C:34](Cl)=[O:35])=[CH:32][CH:31]=1. The catalyst is C(Cl)Cl. The product is [C:3]([C:7]1[CH:12]=[CH:11][CH:10]=[CH:9][C:8]=1[N:13]1[CH2:18][CH2:17][N:16]([C:34]([C:33]2[CH:37]=[CH:38][C:30]([F:29])=[CH:31][CH:32]=2)=[O:35])[CH2:15][CH2:14]1)([CH3:6])([CH3:4])[CH3:5]. The yield is 0.300. (9) The reactants are Cl.Cl[CH2:3][CH2:4][N:5]([CH2:7][CH2:8]Cl)[CH3:6].C(=O)([O-])[O-].[Na+].[Na+].[Br:16][C:17]1[CH:18]=[N:19][C:20]2[C:25]([CH:26]=1)=[CH:24][CH:23]=[CH:22][C:21]=2[NH2:27]. The catalyst is C(O)CCC.ClCCl. The product is [Br:16][C:17]1[CH:18]=[N:19][C:20]2[C:25]([CH:26]=1)=[CH:24][CH:23]=[CH:22][C:21]=2[N:27]1[CH2:8][CH2:7][N:5]([CH3:6])[CH2:4][CH2:3]1. The yield is 0.490.